Task: Predict which catalyst facilitates the given reaction.. Dataset: Catalyst prediction with 721,799 reactions and 888 catalyst types from USPTO (1) Reactant: [Br:1][C:2]1[N:11]=[CH:10][C:5]2[O:6][CH2:7][CH2:8][NH:9][C:4]=2[CH:3]=1.[H-].[Na+].Cl[C:15]([O:17][CH2:18][C:19]1[CH:24]=[CH:23][CH:22]=[CH:21][CH:20]=1)=[O:16]. Product: [CH2:18]([O:17][C:15]([N:9]1[CH2:8][CH2:7][O:6][C:5]2[CH:10]=[N:11][C:2]([Br:1])=[CH:3][C:4]1=2)=[O:16])[C:19]1[CH:24]=[CH:23][CH:22]=[CH:21][CH:20]=1. The catalyst class is: 1. (2) Reactant: [F:1][C:2]1[CH:11]=[C:10]2[C:5]([CH:6]=[C:7]([CH2:32][CH2:33][CH3:34])[C:8]([C:26]3[CH:31]=[CH:30][CH:29]=[CH:28][CH:27]=3)=[C:9]2[O:12][C:13]2[CH:18]=[CH:17][C:16](/[CH:19]=[CH:20]/[C:21]([O:23]CC)=[O:22])=[CH:15][CH:14]=2)=[CH:4][C:3]=1[O:35][CH3:36].[OH-].[Na+]. Product: [F:1][C:2]1[CH:11]=[C:10]2[C:5]([CH:6]=[C:7]([CH2:32][CH2:33][CH3:34])[C:8]([C:26]3[CH:27]=[CH:28][CH:29]=[CH:30][CH:31]=3)=[C:9]2[O:12][C:13]2[CH:18]=[CH:17][C:16](/[CH:19]=[CH:20]/[C:21]([OH:23])=[O:22])=[CH:15][CH:14]=2)=[CH:4][C:3]=1[O:35][CH3:36]. The catalyst class is: 242. (3) Reactant: [Br:1][C:2]1[CH:7]=[CH:6][C:5]([OH:8])=[CH:4][CH:3]=1.CCN(P1(N(C)CCCN1C)=NC(C)(C)C)CC.[CH:27]1([O:32][C:33](=[O:47])[C@@H:34]([NH:39][C:40]([O:42][C:43]([CH3:46])([CH3:45])[CH3:44])=[O:41])[CH2:35][CH2:36][CH2:37]Br)[CH2:31][CH2:30][CH2:29][CH2:28]1.C([O-])([O-])=O.[Na+].[Na+].C(=O)([O-])[O-]. Product: [Br:1][C:2]1[CH:7]=[CH:6][C:5]([O:8][CH2:37][CH2:36][CH2:35][C@@H:34]([C:33]([O:32][CH:27]2[CH2:28][CH2:29][CH2:30][CH2:31]2)=[O:47])[NH:39][C:40]([O:42][C:43]([CH3:45])([CH3:46])[CH3:44])=[O:41])=[CH:4][CH:3]=1. The catalyst class is: 245. (4) Reactant: C(N(C(C)C)CC)(C)C.[C:10]([C:13]1[CH:14]=[C:15]([C:19]2[CH:24]=[C:23]([N:25]3[CH2:30][CH2:29][O:28][CH2:27][CH2:26]3)[N:22]=[C:21]([C:31]3[CH:36]=[CH:35][CH:34]=[C:33]([CH2:37][OH:38])[CH:32]=3)[N:20]=2)[CH:16]=[CH:17][CH:18]=1)([OH:12])=O.F[P-](F)(F)(F)(F)F.N1(OC(N(C)C)=[N+](C)C)C2C=CC=CC=2N=N1.C(OC([NH:70][CH2:71][CH:72]1[CH2:77][CH2:76][NH:75][CH2:74][CH2:73]1)=O)(C)(C)C. Product: [NH2:70][CH2:71][CH:72]1[CH2:77][CH2:76][N:75]([C:10]([C:13]2[CH:14]=[C:15]([C:19]3[CH:24]=[C:23]([N:25]4[CH2:30][CH2:29][O:28][CH2:27][CH2:26]4)[N:22]=[C:21]([C:31]4[CH:36]=[CH:35][CH:34]=[C:33]([CH2:37][OH:38])[CH:32]=4)[N:20]=3)[CH:16]=[CH:17][CH:18]=2)=[O:12])[CH2:74][CH2:73]1. The catalyst class is: 3. (5) Reactant: Cl.[S:2]1[CH2:6][CH2:5][NH:4][CH:3]1[C:7]([O:9][CH3:10])=[O:8].[N+:11]([C:14]1[CH:19]=[CH:18][C:17]([S:20](Cl)(=[O:22])=[O:21])=[CH:16][CH:15]=1)([O-:13])=[O:12]. Product: [N+:11]([C:14]1[CH:15]=[CH:16][C:17]([S:20]([N:4]2[CH2:5][CH2:6][S:2][CH:3]2[C:7]([O:9][CH3:10])=[O:8])(=[O:22])=[O:21])=[CH:18][CH:19]=1)([O-:13])=[O:12]. The catalyst class is: 17. (6) Reactant: [C:1]([C:3]1[CH:23]=[CH:22][C:6]([NH:7][C:8](=[O:21])[C:9]([OH:20])([CH3:19])[CH2:10][S:11][C:12]2[CH:17]=[CH:16][C:15]([F:18])=[CH:14][CH:13]=2)=[CH:5][C:4]=1[C:24]([F:27])([F:26])[F:25])#[N:2].C1C=C(C(O)=[O:35])C(C(OO)=O)=CC=1.[OH-:41].[K+]. Product: [C:1]([C:3]1[CH:23]=[CH:22][C:6]([NH:7][C:8](=[O:21])[C:9]([OH:20])([CH3:19])[CH2:10][S:11]([C:12]2[CH:13]=[CH:14][C:15]([F:18])=[CH:16][CH:17]=2)(=[O:35])=[O:41])=[CH:5][C:4]=1[C:24]([F:27])([F:25])[F:26])#[N:2]. The catalyst class is: 13.